The task is: Predict the reaction yield, written as a fraction of the theoretical maximum amount of product (1.0 means a 100% yield; for example, 0.34 means a 34% yield).. This data is from Reaction yield outcomes from USPTO patents with 853,638 reactions. (1) The reactants are [Br:1][C:2]1[CH:20]=[CH:19][C:5]2[C:6]3[N:7]([CH:11]=[C:12]([C:14]4[NH:15][CH:16]=[CH:17][N:18]=4)[N:13]=3)[CH2:8][CH2:9][O:10][C:4]=2[CH:3]=1.Cl[CH2:22][CH2:23][N:24]1[CH2:29][CH2:28][O:27][CH2:26][CH2:25]1. No catalyst specified. The product is [Br:1][C:2]1[CH:20]=[CH:19][C:5]2[C:6]3[N:7]([CH:11]=[C:12]([C:14]4[N:18]([CH2:22][CH2:23][N:24]5[CH2:29][CH2:28][O:27][CH2:26][CH2:25]5)[CH:17]=[CH:16][N:15]=4)[N:13]=3)[CH2:8][CH2:9][O:10][C:4]=2[CH:3]=1. The yield is 0.510. (2) The reactants are [NH2:1][C:2]1[C:10](I)=[C:9]2[C:5]([CH2:6][CH2:7][C:8]2=[O:12])=[CH:4][CH:3]=1.[C:13](N)(=[S:15])[CH3:14].[O-2].[Ca+2].O. The catalyst is CN(C)C=O.C1(P(C2C=CC=CC=2)[C-]2C=CC=C2)C=CC=CC=1.[C-]1(P(C2C=CC=CC=2)C2C=CC=CC=2)C=CC=C1.[Fe+2].C1C=CC(/C=C/C(/C=C/C2C=CC=CC=2)=O)=CC=1.C1C=CC(/C=C/C(/C=C/C2C=CC=CC=2)=O)=CC=1.C1C=CC(/C=C/C(/C=C/C2C=CC=CC=2)=O)=CC=1.[Pd].[Pd]. The product is [CH3:14][C:13]1[S:15][C:10]2[C:9]3[C:8](=[O:12])[CH2:7][CH2:6][C:5]=3[CH:4]=[CH:3][C:2]=2[N:1]=1. The yield is 0.460. (3) The reactants are Br[C:2]1[C:3]2[C:4]3[CH:18]=[CH:17][S:16][C:5]=3[C:6](=[O:15])[NH:7][C:8]=2[C:9]([CH3:14])=[CH:10][C:11]=1[O:12][CH3:13].CC1(C)C(C)(C)OB([C:27]2[CH:32]=[CH:31][C:30]([CH2:33][CH:34]([NH:36][C:37](=[O:43])[O:38][C:39]([CH3:42])([CH3:41])[CH3:40])[CH3:35])=[CH:29][CH:28]=2)O1. No catalyst specified. The product is [CH3:13][O:12][C:11]1[CH:10]=[C:9]([CH3:14])[C:8]2[NH:7][C:6](=[O:15])[C:5]3[S:16][CH:17]=[CH:18][C:4]=3[C:3]=2[C:2]=1[C:27]1[CH:28]=[CH:29][C:30]([CH2:33][CH:34]([NH:36][C:37](=[O:43])[O:38][C:39]([CH3:42])([CH3:41])[CH3:40])[CH3:35])=[CH:31][CH:32]=1. The yield is 0.550.